This data is from Forward reaction prediction with 1.9M reactions from USPTO patents (1976-2016). The task is: Predict the product of the given reaction. (1) Given the reactants CS(O[CH2:6][CH2:7][CH2:8][C:9]1[C:33]([O:34][CH3:35])=[CH:32][C:12]2[C@@H:13]([C:26]3[CH:31]=[CH:30][CH:29]=[CH:28][CH:27]=3)[NH:14][C@@:15]([CH2:22][CH2:23][CH2:24][CH3:25])([CH2:20][CH3:21])[CH2:16][S:17](=[O:19])(=[O:18])[C:11]=2[CH:10]=1)(=O)=O.C(=O)([O-])[O-].[K+].[K+].[NH2:42][CH2:43][CH2:44][S:45]([OH:48])(=[O:47])=[O:46].Cl, predict the reaction product. The product is: [CH2:22]([C@@:15]1([CH2:20][CH3:21])[NH:14][C@H:13]([C:26]2[CH:27]=[CH:28][CH:29]=[CH:30][CH:31]=2)[C:12]2[CH:32]=[C:33]([O:34][CH3:35])[C:9]([CH2:8][CH2:7][CH2:6][NH:42][CH2:43][CH2:44][S:45]([OH:48])(=[O:47])=[O:46])=[CH:10][C:11]=2[S:17](=[O:19])(=[O:18])[CH2:16]1)[CH2:23][CH2:24][CH3:25]. (2) Given the reactants [CH3:1][O:2][C:3]1[CH:12]=[C:11]2[C:6]([C:7]([O:19][C@H:20]3[CH2:24][N:23]([C:25](=[O:43])[C@@H:26]([NH:34][C:35]([O:37][CH2:38][CH2:39][CH2:40][CH:41]=[CH2:42])=[O:36])[CH2:27][CH2:28][CH2:29][CH2:30][CH2:31][CH:32]=[CH2:33])[C@H:22]([C:44]([O:46]C)=[O:45])[CH2:21]3)=[CH:8][C:9]([C:13]3[CH:18]=[CH:17][CH:16]=[CH:15][CH:14]=3)=[N:10]2)=[CH:5][C:4]=1[CH:48]=[CH2:49].[Li+].[OH-].Cl, predict the reaction product. The product is: [CH3:1][O:2][C:3]1[CH:12]=[C:11]2[C:6]([C:7]([O:19][C@H:20]3[CH2:24][N:23]([C:25](=[O:43])[C@@H:26]([NH:34][C:35]([O:37][CH2:38][CH2:39][CH2:40][CH:41]=[CH2:42])=[O:36])[CH2:27][CH2:28][CH2:29][CH2:30][CH2:31][CH:32]=[CH2:33])[C@H:22]([C:44]([OH:46])=[O:45])[CH2:21]3)=[CH:8][C:9]([C:13]3[CH:18]=[CH:17][CH:16]=[CH:15][CH:14]=3)=[N:10]2)=[CH:5][C:4]=1[CH:48]=[CH2:49]. (3) Given the reactants [CH3:1][C:2]1([CH3:32])[CH2:10][C:9]2[NH:8][N:7]=[C:6]([C:11]3[NH:12][C:13]4[C:18]([CH:19]=3)=[CH:17][CH:16]=[C:15]([N:20](C)[C:21](=O)OCC3C=CC=CC=3)[CH:14]=4)[C:5]=2[CH2:4][CH2:3]1.C([O-])=O.[NH4+], predict the reaction product. The product is: [CH3:1][C:2]1([CH3:32])[CH2:10][C:9]2[NH:8][N:7]=[C:6]([C:11]3[NH:12][C:13]4[C:18]([CH:19]=3)=[CH:17][CH:16]=[C:15]([NH:20][CH3:21])[CH:14]=4)[C:5]=2[CH2:4][CH2:3]1. (4) The product is: [Cl:1][C:2]1[C:7]2[N:8]([CH2:11][C:12]([NH:16][CH:17]([C:19]3[CH:24]=[CH:23][C:22]([C:25]([C:26]#[N:27])([CH3:29])[CH3:28])=[C:21]([CH3:30])[CH:20]=3)[CH3:18])=[O:14])[CH:9]=[N:10][C:6]=2[CH:5]=[CH:4][C:3]=1[F:15]. Given the reactants [Cl:1][C:2]1[C:7]2[N:8]([CH2:11][C:12]([OH:14])=O)[CH:9]=[N:10][C:6]=2[CH:5]=[CH:4][C:3]=1[F:15].[NH2:16][CH:17]([C:19]1[CH:24]=[CH:23][C:22]([C:25]([CH3:29])([CH3:28])[C:26]#[N:27])=[C:21]([CH3:30])[CH:20]=1)[CH3:18].CN(C(ON1N=NC2C=CC=NC1=2)=[N+](C)C)C.F[P-](F)(F)(F)(F)F, predict the reaction product. (5) Given the reactants [N:1]([C@@H:4]1[CH2:28][CH2:27][C@@:26]2([CH3:29])[C@@H:6]([CH2:7][CH2:8][C@@H:9]3[C@@H:25]2[CH2:24][CH2:23][C@@:22]2([CH3:30])[C@H:10]3[CH2:11][CH2:12][C@@H:13]2[C@H:14]([CH3:21])[CH2:15][CH2:16][CH2:17][CH:18]([CH3:20])[CH3:19])[CH2:5]1)=[N+]=[N-].[H-].[H-].[H-].[H-].[Li+].[Al+3].[NH4+].[Cl-], predict the reaction product. The product is: [NH2:1][C@@H:4]1[CH2:28][CH2:27][C@@:26]2([CH3:29])[C@@H:6]([CH2:7][CH2:8][C@@H:9]3[C@@H:25]2[CH2:24][CH2:23][C@@:22]2([CH3:30])[C@H:10]3[CH2:11][CH2:12][C@@H:13]2[C@H:14]([CH3:21])[CH2:15][CH2:16][CH2:17][CH:18]([CH3:20])[CH3:19])[CH2:5]1. (6) Given the reactants [CH3:1][C:2](=[CH:5][C:6]1[CH:11]=[CH:10][C:9]([CH3:12])=[CH:8][CH:7]=1)[CH2:3]O.P(Br)(Br)[Br:14].O, predict the reaction product. The product is: [Br:14][CH2:3][C:2]([CH3:1])=[CH:5][C:6]1[CH:11]=[CH:10][C:9]([CH3:12])=[CH:8][CH:7]=1.